This data is from Full USPTO retrosynthesis dataset with 1.9M reactions from patents (1976-2016). The task is: Predict the reactants needed to synthesize the given product. (1) Given the product [CH3:1][N:2]([CH3:33])[C@@H:3]1[CH2:7][CH2:6][N:5]([C:8]2[N:13]3[C:14]([C:31]#[N:35])=[C:15]([CH2:17][N:18]([CH2:29][CH3:30])[C@@H:19]4[C:28]5[N:27]=[CH:26][CH:25]=[CH:24][C:23]=5[CH2:22][CH2:21][CH2:20]4)[N:16]=[C:12]3[CH:11]=[CH:10][CH:9]=2)[CH2:4]1, predict the reactants needed to synthesize it. The reactants are: [CH3:1][N:2]([CH3:33])[C@@H:3]1[CH2:7][CH2:6][N:5]([C:8]2[N:13]3[C:14]([CH:31]=O)=[C:15]([CH2:17][N:18]([CH2:29][CH3:30])[C@@H:19]4[C:28]5[N:27]=[CH:26][CH:25]=[CH:24][C:23]=5[CH2:22][CH2:21][CH2:20]4)[N:16]=[C:12]3[CH:11]=[CH:10][CH:9]=2)[CH2:4]1.Cl.[NH2:35]O. (2) Given the product [ClH:34].[NH2:8][C@H:9]([CH2:21][C:22]1[CH:23]=[CH:24][C:25]([C:28]2[CH:33]=[CH:32][CH:31]=[C:30]([Cl:34])[CH:29]=2)=[CH:26][CH:27]=1)[CH2:10][C:11]([O:13][CH2:14][C:15]1[CH:16]=[CH:17][CH:18]=[CH:19][CH:20]=1)=[O:12], predict the reactants needed to synthesize it. The reactants are: C(OC([NH:8][C@H:9]([CH2:21][C:22]1[CH:27]=[CH:26][C:25]([C:28]2[CH:33]=[CH:32][CH:31]=[C:30]([Cl:34])[CH:29]=2)=[CH:24][CH:23]=1)[CH2:10][C:11]([O:13][CH2:14][C:15]1[CH:20]=[CH:19][CH:18]=[CH:17][CH:16]=1)=[O:12])=O)(C)(C)C.Cl.O1CCOCC1. (3) Given the product [CH:25]1([CH2:24][C@H:3]([NH:2][C:37]([C:36]2[C:32]([CH3:31])=[N:33][O:34][CH:35]=2)=[O:38])[C:4](=[O:5])[NH:6][C@H:7]2[CH2:13][CH2:12][CH2:11][N:10]([S:14]([C:17]3[CH:22]=[CH:21][CH:20]=[CH:19][N:18]=3)(=[O:15])=[O:16])[CH2:9][C:8]2=[O:23])[CH2:30][CH2:29][CH2:28][CH2:27][CH2:26]1, predict the reactants needed to synthesize it. The reactants are: Cl.[NH2:2][C@@H:3]([CH2:24][CH:25]1[CH2:30][CH2:29][CH2:28][CH2:27][CH2:26]1)[C:4]([NH:6][C@H:7]1[CH2:13][CH2:12][CH2:11][N:10]([S:14]([C:17]2[CH:22]=[CH:21][CH:20]=[CH:19][N:18]=2)(=[O:16])=[O:15])[CH2:9][C@@H:8]1[OH:23])=[O:5].[CH3:31][C:32]1[C:36]([C:37](O)=[O:38])=[CH:35][O:34][N:33]=1.CC(OI1(OC(C)=O)(OC(C)=O)OC(=O)C2C=CC=CC1=2)=O. (4) Given the product [NH2:25][CH2:24][CH2:23][CH2:22][CH2:21][CH2:20][CH2:19][N:18]1[C:17]2[CH:26]=[CH:27][CH:28]=[CH:29][C:16]=2[N:15]=[C:14]1[CH2:13][N:2]([CH3:1])[CH:3]1[C:12]2[N:11]=[CH:10][CH:9]=[CH:8][C:7]=2[CH2:6][CH2:5][CH2:4]1, predict the reactants needed to synthesize it. The reactants are: [CH3:1][N:2]([CH2:13][C:14]1[N:18]([CH2:19][CH2:20][CH2:21][CH2:22][CH2:23][C:24]#[N:25])[C:17]2[CH:26]=[CH:27][CH:28]=[CH:29][C:16]=2[N:15]=1)[CH:3]1[C:12]2[N:11]=[CH:10][CH:9]=[CH:8][C:7]=2[CH2:6][CH2:5][CH2:4]1.NCC1C=CC(CN2C3C=CC=CC=3N=C2CN(C)C2C3N=CC=CC=3CCC2)=CC=1. (5) Given the product [CH3:22][O:23][C:24](=[O:30])[C:25]([CH3:29])([CH3:28])[CH2:26][N:14]1[C:15]2[CH:20]=[CH:19][CH:18]=[CH:17][C:16]=2[N:12]([CH2:11][C:9]2[C:10]3[C:2]([CH3:1])=[CH:3][CH:4]=[CH:5][C:6]=3[S:7][CH:8]=2)[C:13]1=[O:21], predict the reactants needed to synthesize it. The reactants are: [CH3:1][C:2]1[C:10]2[C:9]([CH2:11][N:12]3[C:16]4[CH:17]=[CH:18][CH:19]=[CH:20][C:15]=4[NH:14][C:13]3=[O:21])=[CH:8][S:7][C:6]=2[CH:5]=[CH:4][CH:3]=1.[CH3:22][O:23][C:24](=[O:30])[C:25]([CH3:29])([CH3:28])[CH2:26]O.C1(P(C2C=CC=CC=2)C2C=CC=CC=2)C=CC=CC=1.N(C(OC(C)C)=O)=NC(OC(C)C)=O. (6) Given the product [Cl:1][C:2]1[C:10]([O:11][CH3:12])=[CH:9][C:8]2[NH:7][C:6]3[C:13]([C:25]([NH2:29])=[O:27])=[CH:14][C:15]([C:17]4[CH:18]=[CH:19][C:20]([O:23][CH3:24])=[CH:21][CH:22]=4)=[N:16][C:5]=3[C:4]=2[CH:3]=1, predict the reactants needed to synthesize it. The reactants are: [Cl:1][C:2]1[C:10]([O:11][CH3:12])=[CH:9][C:8]2[NH:7][C:6]3[C:13]([C:25]([O:27]C)=O)=[CH:14][C:15]([C:17]4[CH:22]=[CH:21][C:20]([O:23][CH3:24])=[CH:19][CH:18]=4)=[N:16][C:5]=3[C:4]=2[CH:3]=1.[NH3:29]. (7) The reactants are: C[O-].[Na+].Cl.[NH2:5]O.[F:7][C:8]1[CH:13]=[C:12]([F:14])[CH:11]=[CH:10][C:9]=1[N:15]1[C:23]2[CH:22]3[CH2:24][CH:19]([CH2:20][CH2:21]3)[C:18]=2[C:17]([C:25](=[N:28][C:29](=[O:34])[C:30]([CH3:33])([CH3:32])[CH3:31])OC)=[N:16]1. Given the product [C:30]([C:29]1[O:34][N:5]=[C:25]([C:17]2[C:18]3[CH:19]4[CH2:24][CH:22]([C:23]=3[N:15]([C:9]3[CH:10]=[CH:11][C:12]([F:14])=[CH:13][C:8]=3[F:7])[N:16]=2)[CH2:21][CH2:20]4)[N:28]=1)([CH3:33])([CH3:31])[CH3:32], predict the reactants needed to synthesize it. (8) Given the product [NH2:1][C:2]1[N:7]([C:8]2[C:13]([F:14])=[CH:12][C:11]([CH2:15][CH2:16][NH:32][C:31]([CH3:30])([C:34]([OH:36])=[O:35])[CH3:33])=[CH:10][C:9]=2[F:18])[C:6](=[O:19])[CH:5]=[CH:4][C:3]=1[C:20](=[O:29])[C:21]1[CH:26]=[CH:25][C:24]([F:27])=[CH:23][C:22]=1[F:28], predict the reactants needed to synthesize it. The reactants are: [NH2:1][C:2]1[N:7]([C:8]2[C:13]([F:14])=[CH:12][C:11]([CH2:15][CH:16]=O)=[CH:10][C:9]=2[F:18])[C:6](=[O:19])[CH:5]=[CH:4][C:3]=1[C:20](=[O:29])[C:21]1[CH:26]=[CH:25][C:24]([F:27])=[CH:23][C:22]=1[F:28].[CH3:30][C:31]([C:34]([O:36]C(C)(C)C)=[O:35])([CH3:33])[NH2:32]. (9) Given the product [CH2:45]([O:44][C:42]([C:40]1[N:18]=[C:17]([NH:16][C:14](=[O:15])[CH2:13][CH2:12][CH:6]2[C:7]3[C:3](=[C:2]([F:1])[CH:10]=[CH:9][C:8]=3[F:11])[C:4](=[O:35])[N:5]2[CH2:27][C:28]2[CH:29]=[CH:30][C:31]([F:34])=[CH:32][CH:33]=2)[S:38][CH:39]=1)=[O:43])[CH3:46], predict the reactants needed to synthesize it. The reactants are: [F:1][C:2]1[CH:10]=[CH:9][C:8]([F:11])=[C:7]2[C:3]=1[C:4](=[O:35])[N:5]([CH2:27][C:28]1[CH:33]=[CH:32][C:31]([F:34])=[CH:30][CH:29]=1)[CH:6]2[CH2:12][CH2:13][C:14]([NH:16][C:17]1C=CC(C(F)(F)F)=C[N:18]=1)=[O:15].NC1[S:38][CH:39]=[C:40]([C:42]([O:44][CH2:45][CH3:46])=[O:43])N=1. (10) Given the product [CH3:1][O:2][C:3]1[C:4]([CH3:34])=[C:5]([C:25]([O:32][CH3:33])=[C:26]([O:30][CH3:31])[C:27]=1[O:28][CH3:29])[CH2:6][C:7]1[CH:8]=[CH:9][C:10]([C:52]2[CH:53]=[CH:54][N:55]=[CH:56][CH:57]=2)=[C:11]([CH:16]=1)[C:12]([O:14][CH3:15])=[O:13], predict the reactants needed to synthesize it. The reactants are: [CH3:1][O:2][C:3]1[C:4]([CH3:34])=[C:5]([C:25]([O:32][CH3:33])=[C:26]([O:30][CH3:31])[C:27]=1[O:28][CH3:29])[CH2:6][C:7]1[CH:8]=[CH:9][C:10](OS(C(F)(F)F)(=O)=O)=[C:11]([CH:16]=1)[C:12]([O:14][CH3:15])=[O:13].C(=O)([O-])[O-].[Na+].[Na+].[Cl-].[Li+].B1([C:52]2[CH:57]=[CH:56][N:55]=[CH:54][CH:53]=2)OC(C)(C)C(C)(C)O1.